From a dataset of Full USPTO retrosynthesis dataset with 1.9M reactions from patents (1976-2016). Predict the reactants needed to synthesize the given product. (1) Given the product [Cl:1][CH2:2][CH2:3][CH2:4][S:5]([O:8][CH2:9][C:10]([CH3:23])([CH3:22])[CH:11]([O:14][CH2:15][C:16]1[CH:17]=[CH:18][CH:19]=[CH:20][CH:21]=1)[C:12]([OH:26])=[O:13])(=[O:7])=[O:6], predict the reactants needed to synthesize it. The reactants are: [Cl:1][CH2:2][CH2:3][CH2:4][S:5]([O:8][CH2:9][C:10]([CH3:23])([CH3:22])[CH:11]([O:14][CH2:15][C:16]1[CH:21]=[CH:20][CH:19]=[CH:18][CH:17]=1)[CH:12]=[O:13])(=[O:7])=[O:6].CC(C)=[O:26]. (2) Given the product [N:3]1[CH:4]=[CH:5][C:6]([C:25]2[O:26][CH:16]=[N:12][N:27]=2)=[N:1][CH:2]=1, predict the reactants needed to synthesize it. The reactants are: [N:1]1[CH:6]=[CH:5][CH:4]=[N:3][C:2]=1C(O)=O.CC[N:12]([CH:16](C)C)C(C)C.N1C=CC=CC=1[C:25]([NH:27]N)=[O:26].CN(C(ON1N=NC2C=CC=CC1=2)=[N+](C)C)C.[B-](F)(F)(F)F.N1C=CC=CC=1.C(OC(C(F)(F)F)=O)(C(F)(F)F)=O.C1C2C(C3ON=C(N)N=3)CN(C2)C1. (3) Given the product [CH3:10][O:9][C:8]1[CH:7]=[CH:6][C:5]([C:11]2[CH:15]=[C:14]([CH2:16][CH2:17][CH2:18][N:31]3[CH2:30][CH2:29][N:28]([C:23]4[CH:24]=[CH:25][CH:26]=[CH:27][C:22]=4[O:21][CH3:20])[CH2:33][CH2:32]3)[O:13][N:12]=2)=[CH:4][C:3]=1[O:2][CH3:1], predict the reactants needed to synthesize it. The reactants are: [CH3:1][O:2][C:3]1[CH:4]=[C:5]([C:11]2[CH:15]=[C:14]([CH2:16][CH2:17][CH:18]=O)[O:13][N:12]=2)[CH:6]=[CH:7][C:8]=1[O:9][CH3:10].[CH3:20][O:21][C:22]1[CH:27]=[CH:26][CH:25]=[CH:24][C:23]=1[N:28]1[CH2:33][CH2:32][NH:31][CH2:30][CH2:29]1.[BH-](OC(C)=O)(OC(C)=O)OC(C)=O.[Na+]. (4) Given the product [CH:50]1([NH:49][C:13](=[O:15])[CH2:12][CH:4]2[C:5](=[O:11])[O:6][C:7]([CH3:9])([CH3:10])[CH2:8][N:3]2[CH2:1][CH3:2])[C:58]2[C:53](=[CH:54][CH:55]=[CH:56][CH:57]=2)[CH2:52][CH2:51]1, predict the reactants needed to synthesize it. The reactants are: [CH2:1]([N:3]1[CH2:8][C:7]([CH3:10])([CH3:9])[O:6][C:5](=[O:11])[CH:4]1[CH2:12][C:13]([OH:15])=O)[CH3:2].C(N(C(C)C)CC)(C)C.CN(C(ON1N=NC2C=CC=NC1=2)=[N+](C)C)C.F[P-](F)(F)(F)(F)F.[NH2:49][CH:50]1[C:58]2[C:53](=[CH:54][CH:55]=[CH:56][CH:57]=2)[CH2:52][CH2:51]1. (5) Given the product [CH3:13][O:14][C:15]1[CH:16]=[C:17]([C:21]2[CH:26]=[CH:25][C:24]([CH3:27])=[CH:23][C:22]=2[NH:28][C:2]2[C:3]3[C:8](=[N:7][C:6]([CH3:12])=[CH:5][CH:4]=3)[N:9]=[CH:10][CH:11]=2)[CH:18]=[CH:19][CH:20]=1, predict the reactants needed to synthesize it. The reactants are: Cl[C:2]1[CH:11]=[CH:10][N:9]=[C:8]2[C:3]=1[CH:4]=[CH:5][C:6]([CH3:12])=[N:7]2.[CH3:13][O:14][C:15]1[CH:16]=[C:17]([C:21]2[CH:26]=[CH:25][C:24]([CH3:27])=[CH:23][C:22]=2[NH2:28])[CH:18]=[CH:19][CH:20]=1. (6) Given the product [C:7]([C:9]1[C:10]([O:4][CH:2]([CH3:3])[CH3:1])=[CH:11][C:12]([NH:15][C:16]([N:18]2[C:27]3[C:22](=[CH:23][CH:24]=[C:25]([CH:28]([O:31][CH3:32])[O:29][CH3:30])[N:26]=3)[CH2:21][CH2:20][CH2:19]2)=[O:17])=[N:13][CH:14]=1)#[N:8], predict the reactants needed to synthesize it. The reactants are: [CH3:1][CH:2]([OH:4])[CH3:3].[H-].[Na+].[C:7]([C:9]1[C:10](F)=[CH:11][C:12]([NH:15][C:16]([N:18]2[C:27]3[C:22](=[CH:23][CH:24]=[C:25]([CH:28]([O:31][CH3:32])[O:29][CH3:30])[N:26]=3)[CH2:21][CH2:20][CH2:19]2)=[O:17])=[N:13][CH:14]=1)#[N:8].